Dataset: Forward reaction prediction with 1.9M reactions from USPTO patents (1976-2016). Task: Predict the product of the given reaction. (1) Given the reactants [C:1]([C:5]1[CH:10]=[CH:9][C:8]([OH:11])=[C:7]([Cl:12])[CH:6]=1)([CH3:4])([CH3:3])[CH3:2].C(N(CC)CC)C.[F:20][C:21]([F:34])([F:33])[S:22](O[S:22]([C:21]([F:34])([F:33])[F:20])(=[O:24])=[O:23])(=[O:24])=[O:23], predict the reaction product. The product is: [C:1]([C:5]1[CH:10]=[CH:9][C:8]([O:11][S:22]([C:21]([F:34])([F:33])[F:20])(=[O:24])=[O:23])=[C:7]([Cl:12])[CH:6]=1)([CH3:4])([CH3:2])[CH3:3]. (2) Given the reactants [NH2:1][C@@H:2]([CH:34]([CH3:36])[CH3:35])[C:3]([O:5][CH2:6][C@@H:7]1[C@@H:11]([OH:12])[CH2:10][C@H:9]([N:13]2[CH:18]=[C:17]3[CH:19]=[C:20]([C:22]4[CH:27]=[CH:26][C:25]([CH2:28][CH2:29][CH2:30][CH2:31][CH3:32])=[CH:24][CH:23]=4)[O:21][C:16]3=[N:15][C:14]2=[O:33])[O:8]1)=[O:4].[ClH:37].CC(O)C, predict the reaction product. The product is: [ClH:37].[NH2:1][CH:2]([CH:34]([CH3:35])[CH3:36])[C:3]([O:5][CH2:6][C@@H:7]1[C@@H:11]([OH:12])[CH2:10][C@H:9]([N:13]2[CH:18]=[C:17]3[CH:19]=[C:20]([C:22]4[CH:23]=[CH:24][C:25]([CH2:28][CH2:29][CH2:30][CH2:31][CH3:32])=[CH:26][CH:27]=4)[O:21][C:16]3=[N:15][C:14]2=[O:33])[O:8]1)=[O:4].